The task is: Predict the reactants needed to synthesize the given product.. This data is from Full USPTO retrosynthesis dataset with 1.9M reactions from patents (1976-2016). (1) Given the product [C:1]([O:5][C:6]([N:8]1[CH2:13][CH2:12][N:11]([CH2:14][C:15]2[CH:20]=[CH:19][CH:18]=[CH:17][CH:16]=2)[CH2:10][C@@H:9]1[CH2:21][CH:22]=[CH:14][C:15]1[CH:20]=[CH:19][CH:18]=[CH:17][CH:16]=1)=[O:7])([CH3:4])([CH3:3])[CH3:2], predict the reactants needed to synthesize it. The reactants are: [C:1]([O:5][C:6]([N:8]1[CH2:13][CH2:12][N:11]([CH2:14][C:15]2[CH:20]=[CH:19][CH:18]=[CH:17][CH:16]=2)[CH2:10][C@@H:9]1[CH2:21][CH:22]=O)=[O:7])([CH3:4])([CH3:3])[CH3:2].C[O-].[Na+]. (2) Given the product [F:20][C:18]1[C:17]2[C:8]([C:7]([F:30])=[C:6]3[C:19]=1[C:2]([F:1])=[C:3]([F:34])[C:4]([F:33])=[C:5]3[F:32])=[C:9]([F:28])[C:10]1[C:15](=[C:14]([F:24])[C:13]([F:25])=[C:12]([F:26])[C:11]=1[F:27])[C:16]=2[F:22], predict the reactants needed to synthesize it. The reactants are: [F:1][C:2]1[C:19]2[C:18](F)([F:20])[C:17]3[C:16](F)([F:22])[C:15]4[C:10](=[C:11]([F:27])[C:12]([F:26])=[C:13]([F:25])[C:14]=4[F:24])[C:9](F)([F:28])[C:8]=3[C:7](F)([F:30])[C:6]=2[C:5]([F:32])=[C:4]([F:33])[C:3]=1[F:34].FC1C2C(F)(F)C3C(=C(F)C4C(C=3F)=C(F)C(F)=C(F)C=4F)C(F)(F)C=2C(F)=C(F)C=1F. (3) Given the product [CH3:9][C@H:8]([NH:10][C:11](=[O:17])[O:12][C:13]([CH3:14])([CH3:15])[CH3:16])[C:7](=[O:18])[CH3:1], predict the reactants needed to synthesize it. The reactants are: [CH3:1][Mg]Br.CON(C)[C:7](=[O:18])[C@@H:8]([NH:10][C:11](=[O:17])[O:12][C:13]([CH3:16])([CH3:15])[CH3:14])[CH3:9].[Cl-].[NH4+].